This data is from Forward reaction prediction with 1.9M reactions from USPTO patents (1976-2016). The task is: Predict the product of the given reaction. (1) Given the reactants C([Li])CCC.Br[C:7]1[CH:8]=[N:9][CH:10]=[C:11]([Br:13])[CH:12]=1.[CH:14](=[O:21])[C:15]1[CH:20]=[CH:19][CH:18]=[CH:17][CH:16]=1, predict the reaction product. The product is: [Br:13][C:11]1[CH:12]=[C:7]([CH:14]([C:15]2[CH:20]=[CH:19][CH:18]=[CH:17][CH:16]=2)[OH:21])[CH:8]=[N:9][CH:10]=1. (2) Given the reactants [OH:1][C@H:2]1[CH2:7][CH2:6][C@H:5]([NH:8][C:9]2[N:18]=[CH:17][C:16]3[C:11](=[C:12]([O:20][CH2:21][C:22]([O:24]C)=[O:23])[C:13]([CH3:19])=[CH:14][CH:15]=3)[N:10]=2)[CH2:4][CH2:3]1.[OH-].[Na+].CCOC(C)=O, predict the reaction product. The product is: [OH:1][C@H:2]1[CH2:7][CH2:6][C@H:5]([NH:8][C:9]2[N:18]=[CH:17][C:16]3[C:11](=[C:12]([O:20][CH2:21][C:22]([OH:24])=[O:23])[C:13]([CH3:19])=[CH:14][CH:15]=3)[N:10]=2)[CH2:4][CH2:3]1. (3) Given the reactants Cl[C:2]1[N:3]=[C:4]([NH:11][C:12]2[CH:17]=[CH:16][CH:15]=[C:14]([NH2:18])[N:13]=2)[C:5]2[CH2:10][CH2:9][CH2:8][C:6]=2[N:7]=1.[NH:19]1[CH2:26][CH2:25][CH2:24][C@H:20]1[C:21]([OH:23])=[O:22].[C:27](O)(C(F)(F)F)=O, predict the reaction product. The product is: [NH2:18][C:14]1[N:13]=[C:12]([NH:11][C:4]2[C:5]3[CH2:10][CH2:9][CH2:8][C:6]=3[N:7]=[C:2]([N:19]3[CH2:26][CH2:25][CH2:24][CH:20]3[C:21]([O:23][CH3:27])=[O:22])[N:3]=2)[CH:17]=[CH:16][CH:15]=1. (4) The product is: [F:1][C:2]1[CH:3]=[C:4]([C:22]2[CH:23]=[N:24][CH:25]=[C:26]([CH:31]=2)[C:27]([O:29][CH3:30])=[O:28])[CH:5]=[CH:6][C:7]=1[C:8]([F:9])([F:10])[F:11]. Given the reactants [F:1][C:2]1[CH:3]=[C:4](B2OC(C)(C)C(C)(C)O2)[CH:5]=[CH:6][C:7]=1[C:8]([F:11])([F:10])[F:9].Br[C:22]1[CH:23]=[N:24][CH:25]=[C:26]([CH:31]=1)[C:27]([O:29][CH3:30])=[O:28], predict the reaction product. (5) Given the reactants [I:1][C:2]1[CH:3]=[C:4]([OH:8])[CH:5]=[CH:6][CH:7]=1.C(=O)([O-])[O-].[K+].[K+].Br[CH2:16][C:17]([O:19][C:20]([CH3:23])([CH3:22])[CH3:21])=[O:18].O, predict the reaction product. The product is: [I:1][C:2]1[CH:3]=[C:4]([CH:5]=[CH:6][CH:7]=1)[O:8][CH2:16][C:17]([O:19][C:20]([CH3:23])([CH3:22])[CH3:21])=[O:18]. (6) Given the reactants [CH3:1][O:2][C:3](=[O:12])/[C:4](=[N:10]\O)/[C:5]([CH:7]1[CH2:9][CH2:8]1)=[O:6].[ClH:13], predict the reaction product. The product is: [ClH:13].[CH3:1][O:2][C:3](=[O:12])[CH:4]([NH2:10])[C:5]([CH:7]1[CH2:9][CH2:8]1)=[O:6]. (7) Given the reactants C(Cl)CCl.C1C=CC2N(O)N=NC=2C=1.[CH3:15][CH:16]([N:18]1[CH2:23][CH2:22][NH:21][CH2:20][CH2:19]1)[CH3:17].[C:24]([O:28][C:29]([N:31]1[CH2:35][CH2:34][C@H:33]([C:36](O)=[O:37])[CH2:32]1)=[O:30])([CH3:27])([CH3:26])[CH3:25], predict the reaction product. The product is: [CH3:15][CH:16]([N:18]1[CH2:23][CH2:22][N:21]([C:36]([C@H:33]2[CH2:34][CH2:35][N:31]([C:29]([O:28][C:24]([CH3:27])([CH3:26])[CH3:25])=[O:30])[CH2:32]2)=[O:37])[CH2:20][CH2:19]1)[CH3:17].